This data is from Peptide-MHC class II binding affinity with 134,281 pairs from IEDB. The task is: Regression. Given a peptide amino acid sequence and an MHC pseudo amino acid sequence, predict their binding affinity value. This is MHC class II binding data. (1) The peptide sequence is TLWQRPVVTIKIGGQLREAL. The MHC is DRB1_0404 with pseudo-sequence DRB1_0404. The binding affinity (normalized) is 0.172. (2) The peptide sequence is NIRQAGVQYSR. The MHC is DRB1_0901 with pseudo-sequence DRB1_0901. The binding affinity (normalized) is 0.398.